From a dataset of Full USPTO retrosynthesis dataset with 1.9M reactions from patents (1976-2016). Predict the reactants needed to synthesize the given product. (1) Given the product [Cl:1][C:2]1[CH:3]=[C:4]([CH:9]2[CH2:18][C:17]([CH3:20])([CH3:19])[C:16]3[C:11](=[CH:12][N:13]=[C:27]([C:26]([OH:23])=[O:28])[CH:15]=3)[NH:10]2)[CH:5]=[CH:6][C:7]=1[F:8], predict the reactants needed to synthesize it. The reactants are: [Cl:1][C:2]1[CH:3]=[C:4]([CH:9]2[CH2:18][C:17]([CH3:20])([CH3:19])[C:16]3[C:11](=[CH:12][N:13]=C(C#N)[CH:15]=3)[NH:10]2)[CH:5]=[CH:6][C:7]=1[F:8].[OH-:23].[Na+].Cl.[CH2:26]([OH:28])[CH3:27]. (2) Given the product [CH3:1][N:2]([C:10]1[CH:18]=[C:17]2[C:13]([C:14]([CH:27]=[CH:28][C:29]3[CH:30]=[CH:31][CH:32]=[CH:33][CH:34]=3)=[N:15][NH:16]2)=[CH:12][CH:11]=1)[C:3]1[CH:4]=[C:5]([NH:9][C:68](=[O:69])[CH3:67])[CH:6]=[CH:7][CH:8]=1, predict the reactants needed to synthesize it. The reactants are: [CH3:1][N:2]([C:10]1[CH:18]=[C:17]2[C:13]([C:14]([CH:27]=[CH:28][C:29]3[CH:34]=[CH:33][CH:32]=[CH:31][CH:30]=3)=[N:15][N:16]2COCC[Si](C)(C)C)=[CH:12][CH:11]=1)[C:3]1[CH:8]=[CH:7][CH:6]=[C:5]([NH2:9])[CH:4]=1.CN(C1C=C2C(C(C=CC3C=CC=CC=3)=NN2)=CC=1)C1C=CC=C(N)C=1.N1C=CC=CC=1.[CH3:67][C:68](OC(C)=O)=[O:69].C([O-])([O-])=O.[K+].[K+]. (3) Given the product [Cl:64][CH2:63][CH2:62][O:49][C:44]1[CH:45]=[CH:46][CH:47]=[CH:48][C:43]=1[C:40]([NH:39][C:35]1[C:34](=[O:52])[N:33]([C:28]2[CH:27]=[C:26]([CH:31]=[CH:30][C:29]=2[CH3:32])[C:25]([NH:24][CH:21]2[CH2:23][CH2:22]2)=[O:53])[CH:38]=[CH:37][N:36]=1)([CH2:41][CH3:42])[CH2:50][CH3:51], predict the reactants needed to synthesize it. The reactants are: C(C(CC)(C1C=CC=CC=1OCC1C=CC=CC=1)N)C.[CH:21]1([NH:24][C:25](=[O:53])[C:26]2[CH:31]=[CH:30][C:29]([CH3:32])=[C:28]([N:33]3[CH:38]=[CH:37][N:36]=[C:35]([NH:39][C:40]([CH2:50][CH3:51])([C:43]4[CH:48]=[CH:47][CH:46]=[CH:45][C:44]=4[OH:49])[CH2:41][CH3:42])[C:34]3=[O:52])[CH:27]=2)[CH2:23][CH2:22]1.C1(O)C=CC=CC=1.Br[CH2:62][CH2:63][Cl:64]. (4) Given the product [Cl:1][CH2:2][C:3]1[N:8]=[C:7]([C:9]([NH:12][C:13]2[CH:21]=[C:20]([C:22]3[CH:27]=[N:26][C:25]([Cl:28])=[C:24]([NH:29][S:30]([CH3:33])(=[O:32])=[O:31])[CH:23]=3)[CH:19]=[C:18]3[C:14]=2[CH:15]=[N:16][N:17]3[S:34]([C:37]2[CH:38]=[CH:39][CH:40]=[CH:41][CH:42]=2)(=[O:36])=[O:35])=[O:10])[CH:6]=[CH:5][CH:4]=1, predict the reactants needed to synthesize it. The reactants are: [Cl:1][CH2:2][C:3]1[N:8]=[C:7]([C:9](Cl)=[O:10])[CH:6]=[CH:5][CH:4]=1.[NH2:12][C:13]1[CH:21]=[C:20]([C:22]2[CH:23]=[C:24]([NH:29][S:30]([CH3:33])(=[O:32])=[O:31])[C:25]([Cl:28])=[N:26][CH:27]=2)[CH:19]=[C:18]2[C:14]=1[CH:15]=[N:16][N:17]2[S:34]([C:37]1[CH:42]=[CH:41][CH:40]=[CH:39][CH:38]=1)(=[O:36])=[O:35].N1C=CC=CC=1. (5) Given the product [F:28][C:23]1[CH:22]=[CH:21][C:20]([NH:19][C:15](=[O:17])[CH2:14][C:9]2[NH:10][C:11](=[O:13])[CH:12]=[C:7]([N:1]3[CH2:2][CH2:3][O:4][CH2:5][CH2:6]3)[N:8]=2)=[CH:25][C:24]=1[CH2:26][OH:27], predict the reactants needed to synthesize it. The reactants are: [N:1]1([C:7]2[N:8]=[C:9]([CH2:14][C:15]([O-:17])=O)[NH:10][C:11](=[O:13])[CH:12]=2)[CH2:6][CH2:5][O:4][CH2:3][CH2:2]1.[Na+].[NH2:19][C:20]1[CH:21]=[CH:22][C:23]([F:28])=[C:24]([CH2:26][OH:27])[CH:25]=1. (6) Given the product [Si:45]([O:52][CH2:53][CH2:54][CH2:55][CH2:56][CH2:57][CH2:58][O:59][CH:60]1[CH2:65][CH2:64][N:63]([C:11]([C:13]2[CH:14]=[C:15]([S:19]([C:22]3[CH:23]=[C:24]4[C:29](=[C:30]([CH3:32])[CH:31]=3)[N:28]=[CH:27][C:26]([C:33]([NH2:35])=[O:34])=[C:25]4[NH:36][C:37]3[CH:42]=[CH:41][CH:40]=[C:39]([O:43][CH3:44])[CH:38]=3)(=[O:20])=[O:21])[CH:16]=[CH:17][CH:18]=2)=[O:12])[CH2:62][CH2:61]1)([C:48]([CH3:51])([CH3:50])[CH3:49])([CH3:47])[CH3:46], predict the reactants needed to synthesize it. The reactants are: OCCCCCCCCN[C:11]([C:13]1[CH:14]=[C:15]([S:19]([C:22]2[CH:23]=[C:24]3[C:29](=[C:30]([CH3:32])[CH:31]=2)[N:28]=[CH:27][C:26]([C:33]([NH2:35])=[O:34])=[C:25]3[NH:36][C:37]2[CH:42]=[CH:41][CH:40]=[C:39]([O:43][CH3:44])[CH:38]=2)(=[O:21])=[O:20])[CH:16]=[CH:17][CH:18]=1)=[O:12].[Si:45]([O:52][CH2:53][CH2:54][CH2:55][CH2:56][CH2:57][CH2:58][O:59][CH:60]1[CH2:65][CH2:64][NH:63][CH2:62][CH2:61]1)([C:48]([CH3:51])([CH3:50])[CH3:49])([CH3:47])[CH3:46].